Dataset: Full USPTO retrosynthesis dataset with 1.9M reactions from patents (1976-2016). Task: Predict the reactants needed to synthesize the given product. Given the product [F:27][C@@:14]1([CH2:13][NH:12][C:4]2[N:3]=[C:2]([C:34]3[CH:33]=[N:32][N:31]([CH2:30][O:29][CH3:28])[CH:35]=3)[CH:11]=[C:10]3[C:5]=2[CH:6]=[CH:7][CH:8]=[N:9]3)[CH2:19][CH2:18][CH2:17][N:16]([C:20]([O:22][C:23]([CH3:26])([CH3:25])[CH3:24])=[O:21])[CH2:15]1, predict the reactants needed to synthesize it. The reactants are: Cl[C:2]1[CH:11]=[C:10]2[C:5]([CH:6]=[CH:7][CH:8]=[N:9]2)=[C:4]([NH:12][CH2:13][C@:14]2([F:27])[CH2:19][CH2:18][CH2:17][N:16]([C:20]([O:22][C:23]([CH3:26])([CH3:25])[CH3:24])=[O:21])[CH2:15]2)[N:3]=1.[CH3:28][O:29][CH2:30][N:31]1[CH:35]=[C:34](B2OC(C)(C)C(C)(C)O2)[CH:33]=[N:32]1.[OH-].[K+].